The task is: Predict the reaction yield, written as a fraction of the theoretical maximum amount of product (1.0 means a 100% yield; for example, 0.34 means a 34% yield).. This data is from Reaction yield outcomes from USPTO patents with 853,638 reactions. The reactants are C([O:3][CH:4]1[C:8]([CH3:9])=[CH:7][C:6](=[O:10])[O:5]1)C.[Cl-:11].[Al+3].[Cl-].[Cl-].ClCl.C([O-])(=O)C.[Na+]. The catalyst is ClCCl. The product is [Cl:11][C:7]1[C:6](=[O:10])[O:5][CH:4]([OH:3])[C:8]=1[CH3:9]. The yield is 0.730.